This data is from Reaction yield outcomes from USPTO patents with 853,638 reactions. The task is: Predict the reaction yield, written as a fraction of the theoretical maximum amount of product (1.0 means a 100% yield; for example, 0.34 means a 34% yield). (1) The reactants are C([O:5][NH:6][C:7]([C:9]1[CH:14]=[C:13]([N:15]2[CH2:20][CH2:19][O:18][CH2:17][CH2:16]2)[CH:12]=[CH:11][N:10]=1)=[O:8])(C)(C)C.FC(F)(F)C(O)=O. No catalyst specified. The product is [OH:5][NH:6][C:7]([C:9]1[CH:14]=[C:13]([N:15]2[CH2:16][CH2:17][O:18][CH2:19][CH2:20]2)[CH:12]=[CH:11][N:10]=1)=[O:8]. The yield is 0.140. (2) The reactants are [Br:1][C:2]1[C:3]([OH:15])=[C:4]([O:13][CH3:14])[C:5]([N+:10]([O-])=O)=[C:6]([CH:9]=1)[CH:7]=[O:8]. The catalyst is CCO.O.[Fe]. The product is [NH2:10][C:5]1[C:4]([O:13][CH3:14])=[C:3]([OH:15])[C:2]([Br:1])=[CH:9][C:6]=1[CH:7]=[O:8]. The yield is 0.840.